From a dataset of Forward reaction prediction with 1.9M reactions from USPTO patents (1976-2016). Predict the product of the given reaction. (1) Given the reactants [CH2:1]([O:8][C:9]([N:11]1[CH2:15][C@H:14]([O:16][C:17]([CH3:20])([CH3:19])[CH3:18])[CH2:13][C@H:12]1[CH2:21][NH2:22])=[O:10])[C:2]1[CH:7]=[CH:6][CH:5]=[CH:4][CH:3]=1.[CH3:23][C:24]([O:27][C:28](O[C:28]([O:27][C:24]([CH3:26])([CH3:25])[CH3:23])=[O:29])=[O:29])([CH3:26])[CH3:25], predict the reaction product. The product is: [CH2:1]([O:8][C:9]([N:11]1[CH2:15][C@H:14]([O:16][C:17]([CH3:18])([CH3:19])[CH3:20])[CH2:13][C@H:12]1[CH2:21][NH:22][C:28]([O:27][C:24]([CH3:26])([CH3:25])[CH3:23])=[O:29])=[O:10])[C:2]1[CH:7]=[CH:6][CH:5]=[CH:4][CH:3]=1. (2) The product is: [C:1]([O:5][C:6]([N:8]1[CH2:13][CH2:12][C:11]2[N:14]=[C:15]([NH:17][C:19]3[NH:21][C:22]4[CH:23]=[C:24]([C:25](=[O:26])[NH:27][C:28]5[CH:36]=[C:35]6[C:31]([CH:32]=[N:33][NH:34]6)=[CH:30][CH:29]=5)[CH:37]=[CH:38][C:39]=4[N:40]=3)[S:16][C:10]=2[CH2:9]1)=[O:7])([CH3:4])([CH3:2])[CH3:3]. Given the reactants [C:1]([O:5][C:6]([N:8]1[CH2:13][CH2:12][C:11]2[N:14]=[C:15]([NH2:17])[S:16][C:10]=2[CH2:9]1)=[O:7])([CH3:4])([CH3:3])[CH3:2].[N-]=[C:19]=S.[NH2:21][C:22]1[CH:23]=[C:24]([CH:37]=[CH:38][C:39]=1[NH2:40])[C:25]([NH:27][C:28]1[CH:36]=[C:35]2[C:31]([CH:32]=[N:33][NH:34]2)=[CH:30][CH:29]=1)=[O:26], predict the reaction product. (3) Given the reactants Br[C:2]1[CH:7]=[CH:6][C:5]([CH2:8][C:9]([OH:11])=[O:10])=[CH:4][CH:3]=1.[O:12]1[CH2:16][CH2:15][NH:14][C:13]1=[O:17].CC(C1C=C(C(C)C)C(C2C=CC=CC=2P(C2CCCCC2)C2CCCCC2)=C(C(C)C)C=1)C.C(=O)([O-])[O-].[K+].[K+], predict the reaction product. The product is: [O:17]=[C:13]1[N:14]([C:2]2[CH:7]=[CH:6][C:5]([CH2:8][C:9]([OH:11])=[O:10])=[CH:4][CH:3]=2)[CH2:15][CH2:16][O:12]1. (4) Given the reactants [CH:1]([C:3]1[O:7][C:6]([C:8]([O:10][CH2:11][CH3:12])=[O:9])=[CH:5][CH:4]=1)=O.[C:13]1([CH2:19][CH2:20][CH2:21][NH2:22])[CH:18]=[CH:17][CH:16]=[CH:15][CH:14]=1, predict the reaction product. The product is: [C:13]1([CH2:19][CH2:20][CH2:21][NH:22][CH2:1][C:3]2[O:7][C:6]([C:8]([O:10][CH2:11][CH3:12])=[O:9])=[CH:5][CH:4]=2)[CH:18]=[CH:17][CH:16]=[CH:15][CH:14]=1. (5) Given the reactants Br[C:2]1[CH:3]=[C:4]2[C:9](=[CH:10][CH:11]=1)[N:8]([CH2:12][O:13][CH2:14][CH2:15][Si:16]([CH3:19])([CH3:18])[CH3:17])[C:7](=[O:20])[CH:6]=[CH:5]2.C([O-])([O-])=O.[K+].[K+].[C:27]1(C)C=CC=C[CH:28]=1, predict the reaction product. The product is: [CH3:17][Si:16]([CH3:19])([CH3:18])[CH2:15][CH2:14][O:13][CH2:12][N:8]1[C:9]2[C:4](=[CH:3][C:2]([CH:27]=[CH2:28])=[CH:11][CH:10]=2)[CH:5]=[CH:6][C:7]1=[O:20]. (6) Given the reactants [CH3:1][C:2]1[N:7]=[C:6]([CH2:8][N:9]2[C:18]3[C:13](=[CH:14][CH:15]=[CH:16][CH:17]=3)[C:12](=[O:19])[C:11]([C:20]([OH:22])=O)=[CH:10]2)[CH:5]=[CH:4][CH:3]=1.Cl.[CH3:24][NH:25][O:26][CH3:27].C(N(CC)CC)C.CCCP1(OP(CCC)(=O)OP(CCC)(=O)O1)=O, predict the reaction product. The product is: [CH3:27][O:26][N:25]([CH3:24])[C:20]([C:11]1[C:12](=[O:19])[C:13]2[C:18](=[CH:17][CH:16]=[CH:15][CH:14]=2)[N:9]([CH2:8][C:6]2[CH:5]=[CH:4][CH:3]=[C:2]([CH3:1])[N:7]=2)[CH:10]=1)=[O:22]. (7) Given the reactants [CH2:1]([O:3][C:4]([C:6]1[C:7]([C:28]([F:31])([F:30])[F:29])=[N:8][C:9]([N:12]2[CH2:17][CH2:16][N:15]([C:18]3[N:19]=[N:20][C:21](Cl)=[C:22]([CH3:25])[C:23]=3[CH3:24])[CH2:14][C@H:13]2[CH3:27])=[N:10][CH:11]=1)=[O:5])[CH3:2].[Br-].[F:33][C:34]1[CH:41]=[C:40]([F:42])[CH:39]=[CH:38][C:35]=1[CH2:36][Zn+], predict the reaction product. The product is: [CH2:1]([O:3][C:4]([C:6]1[C:7]([C:28]([F:31])([F:30])[F:29])=[N:8][C:9]([N:12]2[CH2:17][CH2:16][N:15]([C:18]3[N:19]=[N:20][C:21]([CH2:36][C:35]4[CH:38]=[CH:39][C:40]([F:42])=[CH:41][C:34]=4[F:33])=[C:22]([CH3:25])[C:23]=3[CH3:24])[CH2:14][C@H:13]2[CH3:27])=[N:10][CH:11]=1)=[O:5])[CH3:2]. (8) The product is: [CH:12]([C:2]1[CH:11]=[CH:10][C:5]([C:6]([O:8][CH3:9])=[O:7])=[CH:4][N:3]=1)=[CH2:13]. Given the reactants Cl[C:2]1[CH:11]=[CH:10][C:5]([C:6]([O:8][CH3:9])=[O:7])=[CH:4][N:3]=1.[CH:12]([Sn](CCCC)(CCCC)CCCC)=[CH2:13].[Cl-].[Li+].[F-].[K+], predict the reaction product. (9) Given the reactants C(O[C:6]([N:8](C)[CH:9]([CH2:15][CH2:16][CH2:17][CH2:18][B:19]1[O:23]C(C)(C)C(C)(C)[O:20]1)[C:10]([O:12]CC)=[O:11])=O)(C)(C)C, predict the reaction product. The product is: [B:19]([CH2:18][CH2:17][CH2:16][CH2:15][CH:9]([NH:8][CH3:6])[C:10]([OH:12])=[O:11])([OH:23])[OH:20].